This data is from HIV replication inhibition screening data with 41,000+ compounds from the AIDS Antiviral Screen. The task is: Binary Classification. Given a drug SMILES string, predict its activity (active/inactive) in a high-throughput screening assay against a specified biological target. (1) The compound is N#Cc1c(-c2ccc(Cl)cc2)c(C#N)c(=O)n(NS(=O)(=O)c2ccccc2)c1S. The result is 0 (inactive). (2) The result is 0 (inactive). The molecule is COc1cc(NCCNC(=N)NC#N)c2ncccc2c1. (3) The compound is O=C(O)c1nn(-c2ccccc2-c2nnc(O)nc2O)c(=O)[nH]c1=O. The result is 0 (inactive). (4) The drug is CN1C(=O)C2C(C1=O)C1c3ccccc3C=CN1C2C(=O)c1ccccc1. The result is 0 (inactive). (5) The molecule is CCCCCCN(CCCCCC)C(=O)Cc1c2n(c3ccccc13)Cc1ccccc1-2. The result is 0 (inactive). (6) The result is 0 (inactive). The drug is CCCCCCP(=O)(OC)OC. (7) The drug is CCOC(=O)NC(Nc1ccc(C(=O)O)cc1)(C(F)(F)F)C(F)(F)F. The result is 0 (inactive).